Dataset: Forward reaction prediction with 1.9M reactions from USPTO patents (1976-2016). Task: Predict the product of the given reaction. The product is: [Br:1][C:2]1[CH:3]=[CH:4][C:5]([O:10][CH3:13])=[C:6]([CH:9]=1)[C:7]#[N:8]. Given the reactants [Br:1][C:2]1[CH:3]=[CH:4][C:5]([OH:10])=[C:6]([CH:9]=1)[C:7]#[N:8].CI.[C:13]([O-])([O-])=O.[K+].[K+], predict the reaction product.